From a dataset of Reaction yield outcomes from USPTO patents with 853,638 reactions. Predict the reaction yield, written as a fraction of the theoretical maximum amount of product (1.0 means a 100% yield; for example, 0.34 means a 34% yield). (1) The reactants are O1CCCC1CCO.C([O:16][C:17]1[CH:22]=[C:21]([O:23][CH2:24][O:25][CH3:26])[CH:20]=[CH:19][C:18]=1/[CH:27]=[CH:28]/[C:29]([O:31][CH2:32][CH3:33])=[O:30])C1C=CC=CC=1. The catalyst is [C].[Pd]. The product is [OH:16][C:17]1[CH:22]=[C:21]([O:23][CH2:24][O:25][CH3:26])[CH:20]=[CH:19][C:18]=1[CH2:27][CH2:28][C:29]([O:31][CH2:32][CH3:33])=[O:30]. The yield is 0.950. (2) The reactants are FC(F)(F)C(O)=O.C(OC([N:15]1[CH2:20][CH2:19][N:18]([S:21]([C:24]2[CH:29]=[CH:28][C:27]([C:30]#[C:31][C:32]3[CH:37]=[C:36]([F:38])[CH:35]=[CH:34][C:33]=3[CH:39]=[O:40])=[CH:26][CH:25]=2)(=[O:23])=[O:22])[CH2:17][CH2:16]1)=O)(C)(C)C. The catalyst is ClCCl. The product is [F:38][C:36]1[CH:35]=[CH:34][C:33]([CH:39]=[O:40])=[C:32]([C:31]#[C:30][C:27]2[CH:26]=[CH:25][C:24]([S:21]([N:18]3[CH2:19][CH2:20][NH:15][CH2:16][CH2:17]3)(=[O:23])=[O:22])=[CH:29][CH:28]=2)[CH:37]=1. The yield is 0.602.